From a dataset of Forward reaction prediction with 1.9M reactions from USPTO patents (1976-2016). Predict the product of the given reaction. (1) Given the reactants [CH2:1]([C:3]1[N:8]=[C:7]([C:9]2[CH:14]=[CH:13][CH:12]=[CH:11][CH:10]=2)[C:6]([O:15][CH2:16][O:17][CH3:18])=[CH:5][CH:4]=1)[CH3:2].CN(CCN(C)C)C.[Li]CCCC.CN([CH:35]=[O:36])C.[Cl-].[NH4+], predict the reaction product. The product is: [CH2:1]([C:3]1[N:8]=[C:7]([C:9]2[CH:14]=[CH:13][CH:12]=[CH:11][CH:10]=2)[C:6]([O:15][CH2:16][O:17][CH3:18])=[C:5]([CH:4]=1)[CH:35]=[O:36])[CH3:2]. (2) Given the reactants C([O:5][CH2:6][CH2:7][CH2:8][CH3:9])(=O)C=C.[C:10]([OH:14])(=[O:13])C=C.N([C:22]([CH3:26])(C)[C:23]#[N:24])=N[C:22](C)([CH3:26])[C:23]#[N:24].[N-:27]=[C:28]=[O:29], predict the reaction product. The product is: [CH3:26][C:22]1[C:23]([N:24]=[C:10]=[O:14])=[CH:9][C:8]([N:27]=[C:28]=[O:29])=[CH:7][CH:6]=1.[CH2:10]([C:7]([CH2:6][OH:5])([CH2:28][OH:29])[CH2:8][CH3:9])[OH:13]. (3) The product is: [CH3:21][O:20][C:15]1[CH:16]=[CH:17][CH:18]=[CH:19][C:14]=1[NH:13][S:12]([C:8]1[CH:7]=[C:6]([CH:5]=[CH:4][C:3]([OH:24])=[O:2])[CH:11]=[CH:10][CH:9]=1)(=[O:22])=[O:23]. Given the reactants C[O:2][C:3](=[O:24])[CH:4]=[CH:5][C:6]1[CH:11]=[CH:10][CH:9]=[C:8]([S:12](=[O:23])(=[O:22])[NH:13][C:14]2[CH:19]=[CH:18][CH:17]=[CH:16][C:15]=2[O:20][CH3:21])[CH:7]=1.CO, predict the reaction product. (4) Given the reactants [O:1]1[C:6]2[CH:7]=[CH:8][CH:9]=[CH:10][C:5]=2[O:4][CH2:3][CH:2]1[CH2:11][NH2:12].[CH:13](OCC)=[O:14], predict the reaction product. The product is: [O:1]1[C:6]2[CH:7]=[CH:8][CH:9]=[CH:10][C:5]=2[O:4][CH2:3][CH:2]1[CH2:11][NH:12][CH:13]=[O:14]. (5) Given the reactants Cl[C:2]1[C:11]2[C:6](=[CH:7][CH:8]=[CH:9][CH:10]=2)[N:5]=[C:4]([CH3:12])[N:3]=1.[CH3:13][N:14]([CH3:22])[C:15]1[CH:21]=[CH:20][C:18]([NH2:19])=[CH:17][CH:16]=1.C([O-])(=O)C.[Na+], predict the reaction product. The product is: [CH3:13][N:14]([CH3:22])[C:15]1[CH:21]=[CH:20][C:18]([NH:19][C:2]2[C:11]3[C:6](=[CH:7][CH:8]=[CH:9][CH:10]=3)[N:5]=[C:4]([CH3:12])[N:3]=2)=[CH:17][CH:16]=1.